Dataset: HIV replication inhibition screening data with 41,000+ compounds from the AIDS Antiviral Screen. Task: Binary Classification. Given a drug SMILES string, predict its activity (active/inactive) in a high-throughput screening assay against a specified biological target. (1) The drug is CCC(C(=O)O)c1ccc([N+](=O)[O-])cc1.COc1cc2c(cc1OC)C13CCN4CC5=CCOC6CC(=O)N2C1C6C5CC43. The result is 0 (inactive). (2) The drug is NC(=O)NN=C(CC1OC(=O)c2ccccc21)c1ccco1. The result is 0 (inactive). (3) The compound is CC(=O)OC1=NC(C)c2c1cc(OC(C)=O)nc2O. The result is 0 (inactive). (4) The drug is O=C1OC(=O)C2C1C(c1ccccc1[N+](=O)[O-])C=C(c1ccco1)N2c1ccncc1. The result is 0 (inactive).